This data is from Forward reaction prediction with 1.9M reactions from USPTO patents (1976-2016). The task is: Predict the product of the given reaction. (1) Given the reactants Br.[NH2:2][C:3]1[S:4][C:5]([CH2:8][CH2:9][N:10]2[C:18](=[O:19])[C:17]3[C:12](=[CH:13][CH:14]=[CH:15][CH:16]=3)[C:11]2=[O:20])=[CH:6][N:7]=1.Cl[C:22]([O:24][C:25]1[CH:30]=[CH:29][CH:28]=[CH:27][CH:26]=1)=[O:23], predict the reaction product. The product is: [C:25]1([O:24][C:22](=[O:23])[NH:2][C:3]2[S:4][C:5]([CH2:8][CH2:9][N:10]3[C:18](=[O:19])[C:17]4[C:12](=[CH:13][CH:14]=[CH:15][CH:16]=4)[C:11]3=[O:20])=[CH:6][N:7]=2)[CH:30]=[CH:29][CH:28]=[CH:27][CH:26]=1. (2) Given the reactants C(OC([N:8]1[C:12]([NH2:13])=[C:11]([F:14])[C:10]([C:15]2[CH:16]=[N:17][C:18]([O:21][CH3:22])=[CH:19][CH:20]=2)=[N:9]1)=O)(C)(C)C.[ClH:23].C(OCC)C, predict the reaction product. The product is: [ClH:23].[F:14][C:11]1[C:10]([C:15]2[CH:16]=[N:17][C:18]([O:21][CH3:22])=[CH:19][CH:20]=2)=[N:9][NH:8][C:12]=1[NH2:13]. (3) Given the reactants [O:1]1[C:5]2[CH:6]=[C:7]([NH2:10])[CH:8]=[CH:9][C:4]=2[C:3]([NH2:11])=[N:2]1.[OH:12][C@@:13]([C@H:18]1[O:23][CH2:22][CH2:21][N:20]([C:24]2[CH:28]=[CH:27][N:26]([C:29]3[CH:34]=[CH:33][N:32]=[C:31]([O:35][CH3:36])[CH:30]=3)[N:25]=2)[C:19]1=[O:37])([CH3:17])[C:14](O)=[O:15].C1C=NC2N(O)N=NC=2C=1.CCN=C=NCCCN(C)C.Cl, predict the reaction product. The product is: [NH2:11][C:3]1[C:4]2[CH:9]=[CH:8][C:7]([NH:10][C:14](=[O:15])[C@:13]([OH:12])([C@H:18]3[O:23][CH2:22][CH2:21][N:20]([C:24]4[CH:28]=[CH:27][N:26]([C:29]5[CH:34]=[CH:33][N:32]=[C:31]([O:35][CH3:36])[CH:30]=5)[N:25]=4)[C:19]3=[O:37])[CH3:17])=[CH:6][C:5]=2[O:1][N:2]=1. (4) Given the reactants [Cl:1][C:2]1[CH:3]=[C:4]([C@@H:12]([CH2:22][CH:23]2[CH2:27][CH2:26][CH2:25][CH2:24]2)[C:13]([NH:15][C:16]2[CH:20]=[CH:19][N:18]([CH3:21])[N:17]=2)=[O:14])[CH:5]=[CH:6][C:7]=1[S:8]([CH3:11])(=[O:10])=[O:9].C(Cl)(=O)C(Cl)=O.N1C(C)=CC=CC=1C.NC1C=C[N:45]([CH2:48][C:49]2[CH:56]=[CH:55][C:52](C#N)=[CH:51][CH:50]=2)N=1, predict the reaction product. The product is: [Cl:1][C:2]1[CH:3]=[C:4]([C@@H:12]([CH2:22][CH:23]2[CH2:24][CH2:25][CH2:26][CH2:27]2)[C:13]([NH:15][C:16]2[CH:20]=[CH:19][N:18]([CH2:21][C:52]3[CH:55]=[CH:56][C:49]([C:48]#[N:45])=[CH:50][CH:51]=3)[N:17]=2)=[O:14])[CH:5]=[CH:6][C:7]=1[S:8]([CH3:11])(=[O:10])=[O:9]. (5) Given the reactants [CH:1]([C:3]1[N:4]=[CH:5][C:6]([NH2:9])=[N:7][CH:8]=1)=[CH2:2].C([O-])([O-])=O.[K+].[K+].N[C:17]1[CH:22]=[CH:21][C:20]([S:23]([N:26]2[CH2:31][CH2:30][N:29]([C:32]([O:34][C:35]([CH3:38])([CH3:37])[CH3:36])=[O:33])[CH2:28][CH2:27]2)(=[O:25])=[O:24])=[CH:19][CH:18]=1.CC(C1C=C(C(C)C)C(C2C=CC=CC=2P(C2CCCCC2)C2CCCCC2)=C(C(C)C)C=1)C, predict the reaction product. The product is: [CH:1]([C:3]1[N:4]=[CH:5][C:6]([NH:9][C:17]2[CH:18]=[CH:19][C:20]([S:23]([N:26]3[CH2:27][CH2:28][N:29]([C:32]([O:34][C:35]([CH3:38])([CH3:37])[CH3:36])=[O:33])[CH2:30][CH2:31]3)(=[O:25])=[O:24])=[CH:21][CH:22]=2)=[N:7][CH:8]=1)=[CH2:2].